The task is: Regression. Given a peptide amino acid sequence and an MHC pseudo amino acid sequence, predict their binding affinity value. This is MHC class I binding data.. This data is from Peptide-MHC class I binding affinity with 185,985 pairs from IEDB/IMGT. (1) The peptide sequence is QARQMVQAMRA. The MHC is HLA-A02:06 with pseudo-sequence HLA-A02:06. The binding affinity (normalized) is 0. (2) The peptide sequence is FLARLIWWL. The MHC is HLA-A02:01 with pseudo-sequence HLA-A02:01. The binding affinity (normalized) is 0.896.